This data is from Reaction yield outcomes from USPTO patents with 853,638 reactions. The task is: Predict the reaction yield, written as a fraction of the theoretical maximum amount of product (1.0 means a 100% yield; for example, 0.34 means a 34% yield). (1) The reactants are Cl[C:2]1[N:7]=[CH:6][C:5]([C:8]([F:11])([F:10])[F:9])=[CH:4][N:3]=1.C(=O)([O-])[O-].[Na+].[Na+].[C:18]([C:22]1[CH:23]=[CH:24][C:25]([O:31][CH2:32][O:33][CH3:34])=[C:26](B(O)O)[CH:27]=1)([CH3:21])([CH3:20])[CH3:19]. The catalyst is C(COC)OC.C1C=CC([P]([Pd]([P](C2C=CC=CC=2)(C2C=CC=CC=2)C2C=CC=CC=2)([P](C2C=CC=CC=2)(C2C=CC=CC=2)C2C=CC=CC=2)[P](C2C=CC=CC=2)(C2C=CC=CC=2)C2C=CC=CC=2)(C2C=CC=CC=2)C2C=CC=CC=2)=CC=1. The product is [C:18]([C:22]1[CH:27]=[CH:26][C:25]([O:31][CH2:32][O:33][CH3:34])=[C:24]([C:2]2[N:7]=[CH:6][C:5]([C:8]([F:11])([F:10])[F:9])=[CH:4][N:3]=2)[CH:23]=1)([CH3:21])([CH3:19])[CH3:20]. The yield is 0.440. (2) The reactants are [CH2:1]([N:8]1[C:16]2[C:11](=[CH:12][CH:13]=[CH:14][CH:15]=2)[C:10]([C:17]([NH:19][C:20]2[CH:25]=[CH:24][C:23]([CH2:26][C:27]([O:29]C)=[O:28])=[CH:22][C:21]=2[Cl:31])=[O:18])=[CH:9]1)[C:2]1[CH:7]=[CH:6][CH:5]=[CH:4][CH:3]=1.[OH-].[Na+]. The catalyst is C1COCC1. The product is [CH2:1]([N:8]1[C:16]2[C:11](=[CH:12][CH:13]=[CH:14][CH:15]=2)[C:10]([C:17]([NH:19][C:20]2[CH:25]=[CH:24][C:23]([CH2:26][C:27]([OH:29])=[O:28])=[CH:22][C:21]=2[Cl:31])=[O:18])=[CH:9]1)[C:2]1[CH:3]=[CH:4][CH:5]=[CH:6][CH:7]=1. The yield is 0.860. (3) The catalyst is C1COCC1.O. The reactants are [CH:1]1[CH:2]=[C:3]([CH2:6][NH:7][C:8]2[C:13]([C:14]([OH:16])=O)=[CH:12][C:11]([S:17]([NH2:20])(=[O:19])=[O:18])=[C:10]([Cl:21])[CH:9]=2)[O:4][CH:5]=1.C1N=C[N:24](C(N2C=NC=C2)=O)C=1.[CH3:34][N:35]([CH3:40])[CH2:36][CH2:37][CH2:38]N. The product is [CH3:34][N:35]([CH2:36][CH2:37][CH2:38][C:9]1[C:8]([NH:7][CH2:6][C:3]2[O:4][CH:5]=[CH:1][CH:2]=2)=[C:13]([CH:12]=[C:11]([S:17]([NH2:20])(=[O:19])=[O:18])[C:10]=1[Cl:21])[C:14]([NH2:24])=[O:16])[CH3:40]. The yield is 0.920. (4) The reactants are [CH3:1][O:2][C:3]([C@H:5]1[C@@H:10]([OH:11])[CH2:9][CH2:8][S:7][CH2:6]1)=[O:4].[C:12](N1C=CN=C1)([N:14]1[CH:18]=[CH:17][N:16]=[CH:15]1)=[S:13].N1C=CC=CC=1. The catalyst is O1CCCC1.C(OCC)(=O)C. The product is [CH3:1][O:2][C:3]([C@H:5]1[C@@H:10]([O:11][C:12]([N:14]2[CH:18]=[CH:17][N:16]=[CH:15]2)=[S:13])[CH2:9][CH2:8][S:7][CH2:6]1)=[O:4]. The yield is 0.554. (5) The reactants are [ClH:1].C([N:9]1[CH2:15][CH2:14][C:13](=[O:16])[NH:12][CH2:11][CH2:10]1)C1C=CC=CC=1.[H][H]. The catalyst is C(O)C.CO.[C].[Pd]. The product is [ClH:1].[NH:9]1[CH2:15][CH2:14][C:13](=[O:16])[NH:12][CH2:11][CH2:10]1. The yield is 0.960.